From a dataset of Catalyst prediction with 721,799 reactions and 888 catalyst types from USPTO. Predict which catalyst facilitates the given reaction. (1) Reactant: [C:1]([CH2:3][C:4]([NH:6][CH:7]([C:11]1[CH:16]=[CH:15][C:14]([O:17][CH2:18][CH2:19][N:20]([CH2:23][CH3:24])[CH2:21][CH3:22])=[CH:13][CH:12]=1)[CH2:8][CH2:9][CH3:10])=[O:5])#[N:2].O.[Br:26][C:27]1[N:32]=[C:31]([CH:33]=O)[CH:30]=[CH:29][CH:28]=1. Product: [Br:26][C:27]1[N:32]=[C:31](/[CH:33]=[C:3](\[C:1]#[N:2])/[C:4]([NH:6][CH:7]([C:11]2[CH:12]=[CH:13][C:14]([O:17][CH2:18][CH2:19][N:20]([CH2:23][CH3:24])[CH2:21][CH3:22])=[CH:15][CH:16]=2)[CH2:8][CH2:9][CH3:10])=[O:5])[CH:30]=[CH:29][CH:28]=1. The catalyst class is: 162. (2) Reactant: [Cl:1][C:2]1[C:3]([F:43])=[C:4]([C@@H:8]2[C@:12]([C:15]3[CH:20]=[CH:19][C:18]([Cl:21])=[CH:17][C:16]=3[F:22])([C:13]#[N:14])[C@H:11]([CH2:23][C:24]([CH3:27])([CH3:26])[CH3:25])[N:10]([CH3:28])[C@H:9]2[C:29]([NH:31][C:32]2[CH:40]=[CH:39][C:35]([C:36](O)=[O:37])=[CH:34][C:33]=2[O:41][CH3:42])=[O:30])[CH:5]=[CH:6][CH:7]=1.C[N:45](C(ON1N=NC2C=CC=NC1=2)=[N+](C)C)C.F[P-](F)(F)(F)(F)F.N.O1CCOCC1. Product: [C:36]([C:35]1[CH:39]=[CH:40][C:32]([NH:31][C:29]([CH:9]2[CH:8]([C:4]3[CH:5]=[CH:6][CH:7]=[C:2]([Cl:1])[C:3]=3[F:43])[C:12]([C:15]3[CH:20]=[CH:19][C:18]([Cl:21])=[CH:17][C:16]=3[F:22])([C:13]#[N:14])[CH:11]([CH2:23][C:24]([CH3:27])([CH3:25])[CH3:26])[N:10]2[CH3:28])=[O:30])=[C:33]([O:41][CH3:42])[CH:34]=1)(=[O:37])[NH2:45]. The catalyst class is: 2. (3) Reactant: Cl[CH2:2][CH2:3][CH2:4][N:5]1[C:13]2[C:8](=[CH:9][CH:10]=[C:11]([C:14]([O:16][CH3:17])=O)[CH:12]=2)[C:7]([CH:18]2[CH2:23][CH2:22][CH2:21][CH2:20][CH2:19]2)=[C:6]1[C:24]1[NH:25][CH:26]=[CH:27][CH:28]=1.[H-].[Na+].[OH2:31]. Product: [CH:18]1([C:7]2[C:8]3[CH:9]=[CH:10][C:11]([C:14]([O:16][CH3:17])=[O:31])=[CH:12][C:13]=3[N:5]3[CH2:4][CH2:3][CH2:2][N:25]4[CH:26]=[CH:27][CH:28]=[C:24]4[C:6]=23)[CH2:23][CH2:22][CH2:21][CH2:20][CH2:19]1. The catalyst class is: 9. (4) Reactant: [CH3:1][O:2][C:3]([C:5]1[N:6]([C:28]2[CH:33]=[CH:32][CH:31]=[CH:30][CH:29]=2)[C:7]2[C:12]([C:13](=[O:26])[C:14]=1[CH2:15][C:16]1[CH:21]=[CH:20][C:19]([C:22](=[O:25])[CH2:23]Br)=[CH:18][CH:17]=1)=[CH:11][CH:10]=[C:9]([CH3:27])[N:8]=2)=[O:4].C([O-])=[O:35].[Na+]. Product: [CH3:1][O:2][C:3]([C:5]1[N:6]([C:28]2[CH:33]=[CH:32][CH:31]=[CH:30][CH:29]=2)[C:7]2[C:12]([C:13](=[O:26])[C:14]=1[CH2:15][C:16]1[CH:21]=[CH:20][C:19]([C:22](=[O:25])[CH2:23][OH:35])=[CH:18][CH:17]=1)=[CH:11][CH:10]=[C:9]([CH3:27])[N:8]=2)=[O:4]. The catalyst class is: 14.